From a dataset of Catalyst prediction with 721,799 reactions and 888 catalyst types from USPTO. Predict which catalyst facilitates the given reaction. Reactant: O[CH:2]([C:31]1[CH:36]=[CH:35][CH:34]=[CH:33][CH:32]=1)[C:3]1[C:11]2[O:10][CH2:9][CH:8]([C:12]3[CH:17]=[CH:16][C:15]([CH:18]([CH3:20])[CH3:19])=[CH:14][CH:13]=3)[C:7]=2[C:6]([CH3:21])=[C:5]([NH:22][C:23](=[O:29])[CH2:24][C:25]([CH3:28])([CH3:27])[CH3:26])[C:4]=1[CH3:30]. Product: [CH2:2]([C:3]1[C:11]2[O:10][CH2:9][CH:8]([C:12]3[CH:13]=[CH:14][C:15]([CH:18]([CH3:20])[CH3:19])=[CH:16][CH:17]=3)[C:7]=2[C:6]([CH3:21])=[C:5]([NH:22][C:23](=[O:29])[CH2:24][C:25]([CH3:28])([CH3:27])[CH3:26])[C:4]=1[CH3:30])[C:31]1[CH:32]=[CH:33][CH:34]=[CH:35][CH:36]=1. The catalyst class is: 331.